This data is from Forward reaction prediction with 1.9M reactions from USPTO patents (1976-2016). The task is: Predict the product of the given reaction. (1) Given the reactants [Cl:1][C:2]1[CH:7]=[CH:6][C:5]([C:8]2([CH3:37])[C:12]([C:14]3[CH:19]=[CH:18][C:17]([Cl:20])=[CH:16][CH:15]=3)([CH3:13])[N:11]([C:21](Cl)=[O:22])[C:10]([C:24]3[CH:29]=[CH:28][C:27]([C:30]([OH:33])([CH3:32])[CH3:31])=[CH:26][C:25]=3[O:34][CH2:35][CH3:36])=[N:9]2)=[CH:4][CH:3]=1.Cl.Cl.[N:40]1([CH2:46][CH2:47][NH:48][S:49]([CH3:52])(=[O:51])=[O:50])[CH2:45][CH2:44][NH:43][CH2:42][CH2:41]1, predict the reaction product. The product is: [Cl:1][C:2]1[CH:7]=[CH:6][C:5]([C@@:8]2([CH3:37])[C@:12]([C:14]3[CH:15]=[CH:16][C:17]([Cl:20])=[CH:18][CH:19]=3)([CH3:13])[N:11]([C:21]([N:43]3[CH2:44][CH2:45][N:40]([CH2:46][CH2:47][NH:48][S:49]([CH3:52])(=[O:51])=[O:50])[CH2:41][CH2:42]3)=[O:22])[C:10]([C:24]3[CH:29]=[CH:28][C:27]([C:30]([OH:33])([CH3:31])[CH3:32])=[CH:26][C:25]=3[O:34][CH2:35][CH3:36])=[N:9]2)=[CH:4][CH:3]=1. (2) Given the reactants [Cl:1][C:2]1[CH:7]=[CH:6][CH:5]=[CH:4][C:3]=1[CH:8]([OH:10])[CH3:9].Br[CH2:12][CH2:13][CH2:14][Cl:15].[OH-].[Na+], predict the reaction product. The product is: [Cl:1][C:2]1[CH:7]=[CH:6][CH:5]=[CH:4][C:3]=1[CH:8]([O:10][CH2:12][CH2:13][CH2:14][Cl:15])[CH3:9]. (3) Given the reactants [CH:1](=[O:5])[CH:2]([CH3:4])[CH3:3].[C:6](#[N:9])[CH:7]=[CH2:8].Cl, predict the reaction product. The product is: [CH3:3][C:2]([CH3:4])([CH:1]=[O:5])[CH2:8][CH2:7][C:6]#[N:9]. (4) Given the reactants [Cl:1][C:2]1[N:7]=[CH:6][C:5]([CH:8]=O)=[CH:4][CH:3]=1.[NH2:10][CH2:11][CH2:12][OH:13].C(N(CC)CC)C.S([O-])([O-])(=O)=O.[Mg+2].[BH4-].[Na+], predict the reaction product. The product is: [Cl:1][C:2]1[N:7]=[CH:6][C:5]([CH2:8][NH:10][CH2:11][CH2:12][OH:13])=[CH:4][CH:3]=1. (5) Given the reactants [F:1][C:2]([C:5]1[O:9][C:8]([CH2:10][N:11]2[CH:15]=[C:14]([NH2:16])[CH:13]=[N:12]2)=[CH:7][CH:6]=1)([F:4])[CH3:3].[CH3:17][O:18][C:19]1[CH:24]=[CH:23][C:22](/[CH:25]=[CH:26]/[C:27](O)=[O:28])=[CH:21][CH:20]=1, predict the reaction product. The product is: [F:4][C:2]([C:5]1[O:9][C:8]([CH2:10][N:11]2[CH:15]=[C:14]([NH:16][C:27](=[O:28])/[CH:26]=[CH:25]/[C:22]3[CH:23]=[CH:24][C:19]([O:18][CH3:17])=[CH:20][CH:21]=3)[CH:13]=[N:12]2)=[CH:7][CH:6]=1)([F:1])[CH3:3]. (6) Given the reactants [C:1]1([OH:7])[CH:6]=[CH:5][CH:4]=[CH:3][CH:2]=1.[CH2:8](Br)[C:9]#[CH:10].C(=O)([O-])[O-].[K+].[K+], predict the reaction product. The product is: [CH2:10]([O:7][C:1]1[CH:6]=[CH:5][CH:4]=[CH:3][CH:2]=1)[C:9]#[CH:8].